This data is from Full USPTO retrosynthesis dataset with 1.9M reactions from patents (1976-2016). The task is: Predict the reactants needed to synthesize the given product. (1) Given the product [C:36]([O:35][C:33]([N:30]1[CH2:29][CH2:28][CH:27]([CH:5]([S:6][C:7]2[CH:8]=[N:9][C:10]([NH:20][C:21]3[S:22][CH:23]=[C:24]([CH3:26])[N:25]=3)=[C:11]([O:13][C:14]3[CH:19]=[CH:18][CH:17]=[CH:16][CH:15]=3)[CH:12]=2)[C:4]([OH:40])=[O:3])[CH2:32][CH2:31]1)=[O:34])([CH3:39])([CH3:38])[CH3:37], predict the reactants needed to synthesize it. The reactants are: C([O:3][C:4](=[O:40])[CH:5]([CH:27]1[CH2:32][CH2:31][N:30]([C:33]([O:35][C:36]([CH3:39])([CH3:38])[CH3:37])=[O:34])[CH2:29][CH2:28]1)[S:6][C:7]1[CH:8]=[N:9][C:10]([NH:20][C:21]2[S:22][CH:23]=[C:24]([CH3:26])[N:25]=2)=[C:11]([O:13][C:14]2[CH:19]=[CH:18][CH:17]=[CH:16][CH:15]=2)[CH:12]=1)C.[OH-].[Na+]. (2) Given the product [CH2:14]([O:16][C:17]([C:19]1[N:20]([C:45]2[CH:46]=[CH:47][C:42]([O:41][CH:38]([CH3:40])[CH3:39])=[CH:43][CH:44]=2)[C:21]2[C:26]([CH:27]=1)=[CH:25][C:24]([C:28]1[CH:33]=[CH:32][C:31]([C:34]([F:36])([F:37])[F:35])=[CH:30][N:29]=1)=[CH:23][CH:22]=2)=[O:18])[CH3:15], predict the reactants needed to synthesize it. The reactants are: CCN(CC)CC.N1C=CC=CC=1.[CH2:14]([O:16][C:17]([C:19]1[NH:20][C:21]2[C:26]([CH:27]=1)=[CH:25][C:24]([C:28]1[CH:33]=[CH:32][C:31]([C:34]([F:37])([F:36])[F:35])=[CH:30][N:29]=1)=[CH:23][CH:22]=2)=[O:18])[CH3:15].[CH:38]([O:41][C:42]1[CH:47]=[CH:46][C:45](B(O)O)=[CH:44][CH:43]=1)([CH3:40])[CH3:39]. (3) Given the product [CH2:3]([N:22]1[CH2:23][CH2:24][N:19]([C:14]2[CH:15]=[CH:16][CH:17]=[CH:18][C:13]=2[O:12][CH:9]([CH3:11])[CH3:10])[CH2:20][CH2:21]1)[CH:2]=[CH2:1], predict the reactants needed to synthesize it. The reactants are: [C:1](O)(=O)/[CH:2]=[CH:3]/C(O)=O.[CH:9]([O:12][C:13]1[CH:18]=[CH:17][CH:16]=[CH:15][C:14]=1[N:19]1[CH2:24][CH2:23][NH:22][CH2:21][CH2:20]1)([CH3:11])[CH3:10].C(Br)C=C.C(N(CC)CC)C. (4) Given the product [CH:56]1([O:52][C:26]([N:22]2[CH2:23][CH2:24][CH:19]([CH:17]3[CH2:16][C:15]4[CH:25]=[C:11]([C:8]5[CH:7]=[CH:6][C:5]([S:2]([CH3:1])(=[O:3])=[O:4])=[CH:10][CH:9]=5)[CH:12]=[CH:13][C:14]=4[O:18]3)[CH2:20][CH2:21]2)=[O:27])[CH2:55][CH2:54][CH2:53]1, predict the reactants needed to synthesize it. The reactants are: [CH3:1][S:2]([C:5]1[CH:10]=[CH:9][C:8]([C:11]2[CH:12]=[CH:13][C:14]3[O:18][CH:17]([CH:19]4[CH2:24][CH2:23][NH:22][CH2:21][CH2:20]4)[CH2:16][C:15]=3[CH:25]=2)=[CH:7][CH:6]=1)(=[O:4])=[O:3].[C:26](=O)([O-])[O:27]C1C=CC([N+]([O-])=O)=CC=1C1CCC1.C(N(C(C)C)C(C)C)C.[O:52]1[CH2:56][CH2:55][CH2:54][CH2:53]1.